From a dataset of Catalyst prediction with 721,799 reactions and 888 catalyst types from USPTO. Predict which catalyst facilitates the given reaction. (1) Product: [O:1]([CH2:19][C:20]1([CH2:28][N:29]2[CH:33]=[C:32]([CH2:34][O:35][CH2:48][O:49][CH3:50])[N:31]=[C:30]2[N+:36]([O-:38])=[O:37])[CH2:25][O:24][C:23]([CH3:26])([CH3:27])[O:22][CH2:21]1)[Si:2]([C:15]([CH3:16])([CH3:18])[CH3:17])([C:3]1[CH:8]=[CH:7][CH:6]=[CH:5][CH:4]=1)[C:9]1[CH:14]=[CH:13][CH:12]=[CH:11][CH:10]=1. The catalyst class is: 4. Reactant: [O:1]([CH2:19][C:20]1([CH2:28][N:29]2[CH:33]=[C:32]([CH2:34][OH:35])[N:31]=[C:30]2[N+:36]([O-:38])=[O:37])[CH2:25][O:24][C:23]([CH3:27])([CH3:26])[O:22][CH2:21]1)[Si:2]([C:15]([CH3:18])([CH3:17])[CH3:16])([C:9]1[CH:14]=[CH:13][CH:12]=[CH:11][CH:10]=1)[C:3]1[CH:8]=[CH:7][CH:6]=[CH:5][CH:4]=1.C(N(CC)C(C)C)(C)C.[CH3:48][O:49][CH2:50]Cl.C(=O)(O)[O-].[Na+]. (2) Reactant: [CH3:1][O:2][C:3]1[CH:17]=[CH:16][C:6]([CH2:7][S:8][C:9]2[CH:14]=[CH:13][N:12]=[C:11]([NH2:15])[CH:10]=2)=[CH:5][CH:4]=1.[Br:18]Br. Product: [CH3:1][O:2][C:3]1[CH:4]=[CH:5][C:6]([CH2:7][S:8][C:9]2[C:14]([Br:18])=[CH:13][N:12]=[C:11]([NH2:15])[CH:10]=2)=[CH:16][CH:17]=1. The catalyst class is: 15. (3) Reactant: [Cl:1][CH2:2][CH2:3][CH2:4][S:5](Cl)(=[O:7])=[O:6].[C:9]([NH2:13])([CH3:12])([CH3:11])[CH3:10].CO. Product: [Cl:1][CH2:2][CH2:3][CH2:4][S:5]([NH:13][C:9]([CH3:12])([CH3:11])[CH3:10])(=[O:7])=[O:6]. The catalyst class is: 2. (4) Reactant: Cl.Cl[CH2:3][C:4]1[CH:13]=[CH:12][C:11]([OH:14])=[C:10]2[C:5]=1[CH:6]=[CH:7][CH:8]=[N:9]2.C(N(C(C)C)CC)(C)C.[CH2:24]([N:27]1[CH2:32][CH2:31][NH:30][CH2:29][CH2:28]1)[C:25]#[CH:26]. Product: [CH2:24]([N:27]1[CH2:32][CH2:31][N:30]([CH2:3][C:4]2[CH:13]=[CH:12][C:11]([OH:14])=[C:10]3[C:5]=2[CH:6]=[CH:7][CH:8]=[N:9]3)[CH2:29][CH2:28]1)[C:25]#[CH:26]. The catalyst class is: 22.